Dataset: Catalyst prediction with 721,799 reactions and 888 catalyst types from USPTO. Task: Predict which catalyst facilitates the given reaction. (1) Reactant: [CH3:1][C:2]1[N:3]=[C:4]([C:7]2[CH:8]=[N:9][NH:10][C:11]=2[NH2:12])[O:5][CH:6]=1.CC1C=CC(S(O)(=O)=O)=CC=1.[Cl:24][C:25]1[CH:30]=[CH:29][C:28]([C:31](=O)[CH2:32][C:33](OCC)=[O:34])=[CH:27][C:26]=1[O:39][CH3:40]. Product: [Cl:24][C:25]1[CH:30]=[CH:29][C:28]([C:31]2[NH:12][C:11]3[N:10]([N:9]=[CH:8][C:7]=3[C:4]3[O:5][CH:6]=[C:2]([CH3:1])[N:3]=3)[C:33](=[O:34])[CH:32]=2)=[CH:27][C:26]=1[O:39][CH3:40]. The catalyst class is: 114. (2) Reactant: [H-].[Na+].Cl.Cl.[CH3:5][N:6]1[CH:11]2[CH2:12][CH2:13][CH:7]1[CH2:8][CH:9]([NH2:14])[CH2:10]2.[CH:15]([C:17]1[C:25]2[C:24]([C:26]([O:28][CH3:29])=[O:27])=[CH:23][CH:22]=[CH:21][C:20]=2[N:19]([CH3:30])[N:18]=1)=O.C(O[BH-](OC(=O)C)OC(=O)C)(=O)C.[Na+]. Product: [CH3:30][N:19]1[C:20]2[CH:21]=[CH:22][CH:23]=[C:24]([C:26]([O:28][CH3:29])=[O:27])[C:25]=2[C:17]([CH2:15][NH:14][CH:9]2[CH2:8][CH:7]3[N:6]([CH3:5])[CH:11]([CH2:12][CH2:13]3)[CH2:10]2)=[N:18]1. The catalyst class is: 676. (3) Reactant: Br[C:2]1[CH2:6][CH2:5][CH2:4][C:3]=1[N:7]1[C:15]2[CH:14]=[CH:13][C:12]([CH3:16])=[CH:11][C:10]=2[C:9]2[CH2:17][N:18]([CH3:21])[CH2:19][CH2:20][C:8]1=2.[CH3:22][C:23]1[CH:28]=[CH:27][C:26](B2OC(C)(C)C(C)(C)O2)=[CH:25][N:24]=1.C([O-])([O-])=O.[K+].[K+]. Product: [CH3:21][N:18]1[CH2:19][CH2:20][C:8]2[N:7]([C:3]3[CH2:4][CH2:5][CH2:6][C:2]=3[C:26]3[CH:25]=[N:24][C:23]([CH3:22])=[CH:28][CH:27]=3)[C:15]3[CH:14]=[CH:13][C:12]([CH3:16])=[CH:11][C:10]=3[C:9]=2[CH2:17]1. The catalyst class is: 108. (4) Reactant: [OH:1][CH2:2][CH:3]([CH2:5]O)[OH:4].C(O)CO. Product: [OH:1][CH2:2][C:3](=[O:4])[CH3:5].[CH2:2]([OH:1])[CH:3]([OH:4])[CH3:5]. The catalyst class is: 41. (5) Product: [Cl:22][C:13]1[CH:14]=[C:15]([S:18]([CH3:21])(=[O:20])=[O:19])[CH:16]=[CH:17][C:12]=1[CH2:11][CH:5]([C:4](=[O:9])[CH3:3])[C:6](=[O:8])[CH3:7]. Reactant: [H-].[Na+].[CH3:3][C:4](=[O:9])[CH2:5][C:6](=[O:8])[CH3:7].Br[CH2:11][C:12]1[CH:17]=[CH:16][C:15]([S:18]([CH3:21])(=[O:20])=[O:19])=[CH:14][C:13]=1[Cl:22]. The catalyst class is: 35.